This data is from Catalyst prediction with 721,799 reactions and 888 catalyst types from USPTO. The task is: Predict which catalyst facilitates the given reaction. (1) The catalyst class is: 11. Product: [O:12]=[C:9]1[C:10]2[CH:11]=[C:2]([O:1][C:22]3[CH:14]=[N:15][CH:16]=[C:17]([CH:21]=3)[C:18]([NH2:20])=[O:19])[CH:3]=[CH:4][C:5]=2[CH2:6][CH2:7][CH2:8]1. Reactant: [OH:1][C:2]1[CH:11]=[C:10]2[C:5]([CH2:6][CH2:7][CH2:8][C:9]2=[O:12])=[CH:4][CH:3]=1.Cl[C:14]1[CH:22]=[CH:21][C:17]([C:18]([NH2:20])=[O:19])=[CH:16][N:15]=1.C([O-])([O-])=O.[K+].[K+].CC(N(C)C)=O. (2) Reactant: [CH:1]1[C:6]2[CH2:7][CH2:8][C:9](=[O:12])[CH2:10][CH2:11][C:5]=2[CH:4]=[CH:3][CH:2]=1.[N:13](OCCCC)=[O:14].[C:20](=[O:23])([O-])O.[Na+].[CH3:25]O. Product: [CH3:25][O:12][C:9]1([O:23][CH3:20])[CH2:8][CH2:7][C:6]2[CH:1]=[CH:2][CH:3]=[CH:4][C:5]=2[CH2:11][C:10]1=[N:13][OH:14]. The catalyst class is: 33.